This data is from Peptide-MHC class I binding affinity with 185,985 pairs from IEDB/IMGT. The task is: Regression. Given a peptide amino acid sequence and an MHC pseudo amino acid sequence, predict their binding affinity value. This is MHC class I binding data. The peptide sequence is IQAVFGFSL. The MHC is HLA-B58:01 with pseudo-sequence HLA-B58:01. The binding affinity (normalized) is 0.0847.